This data is from Full USPTO retrosynthesis dataset with 1.9M reactions from patents (1976-2016). The task is: Predict the reactants needed to synthesize the given product. (1) Given the product [Br:1][C:13]1[C:14]2[C@H:22]3[C@H:18]([CH2:19][NH:20][CH2:21]3)[O:17][CH2:16][C:15]=2[C:10]([Cl:9])=[CH:11][CH:12]=1, predict the reactants needed to synthesize it. The reactants are: [Br:1]N1C(=O)CCC1=O.[Cl:9][C:10]1[C:15]2[CH2:16][O:17][C@@H:18]3[C@H:22]([C:14]=2[CH:13]=[CH:12][CH:11]=1)[CH2:21][NH:20][CH2:19]3. (2) Given the product [CH2:1]([O:8][C:9]1[CH:10]=[CH:11][C:12]([C:15](=[O:17])[CH2:16][CH2:1][C:2]2[CH:7]=[CH:6][CH:5]=[CH:4][CH:3]=2)=[CH:13][CH:14]=1)[C:2]1[CH:3]=[CH:4][CH:5]=[CH:6][CH:7]=1, predict the reactants needed to synthesize it. The reactants are: [CH2:1]([O:8][C:9]1[CH:14]=[CH:13][C:12]([C:15](=[O:17])[CH3:16])=[CH:11][CH:10]=1)[C:2]1[CH:7]=[CH:6][CH:5]=[CH:4][CH:3]=1.BrBr. (3) Given the product [CH3:11][C:7]1([CH3:12])[O:6][C:5]2[CH:13]=[CH:14][C:2]([B:18]3[O:19][C:20]([CH3:22])([CH3:21])[C:16]([CH3:32])([CH3:15])[O:17]3)=[CH:3][C:4]=2[NH:9][C:8]1=[O:10], predict the reactants needed to synthesize it. The reactants are: Br[C:2]1[CH:14]=[CH:13][C:5]2[O:6][C:7]([CH3:12])([CH3:11])[C:8](=[O:10])[NH:9][C:4]=2[CH:3]=1.[CH3:15][C:16]1([CH3:32])[C:20]([CH3:22])([CH3:21])[O:19][B:18]([B:18]2[O:19][C:20]([CH3:22])([CH3:21])[C:16]([CH3:32])([CH3:15])[O:17]2)[O:17]1.C([O-])(=O)C.[K+]. (4) Given the product [NH2:37][C:38]1[O:20][C:19]([C:17]2[CH:18]=[C:13]([C:10]3[CH:11]=[N:12][C:7]([NH:6][C:4]([NH:3][CH2:1][CH3:2])=[O:5])=[CH:8][C:9]=3[C:23]3[S:24][CH:25]=[C:26]([C:28]([F:31])([F:30])[F:29])[N:27]=3)[CH:14]=[N:15][CH:16]=2)=[N:21][N:22]=1, predict the reactants needed to synthesize it. The reactants are: [CH2:1]([NH:3][C:4]([NH:6][C:7]1[N:12]=[CH:11][C:10]([C:13]2[CH:14]=[N:15][CH:16]=[C:17]([C:19]([NH:21][NH2:22])=[O:20])[CH:18]=2)=[C:9]([C:23]2[S:24][CH:25]=[C:26]([C:28]([F:31])([F:30])[F:29])[N:27]=2)[CH:8]=1)=[O:5])[CH3:2].C(=O)(O)[O-].[Na+].[N:37]#[C:38]Br. (5) Given the product [CH3:10][C:11]1([CH3:13])[NH:1][CH:2]([C:7]([NH2:9])=[O:8])[C:3]([CH3:5])([CH3:4])[S:6]1, predict the reactants needed to synthesize it. The reactants are: [NH2:1][C@H:2]([C:7]([NH2:9])=[O:8])[C:3]([SH:6])([CH3:5])[CH3:4].[CH3:10][C:11]([CH3:13])=O.